This data is from Merck oncology drug combination screen with 23,052 pairs across 39 cell lines. The task is: Regression. Given two drug SMILES strings and cell line genomic features, predict the synergy score measuring deviation from expected non-interaction effect. (1) Drug 2: CCN(CC)CCNC(=O)c1c(C)[nH]c(C=C2C(=O)Nc3ccc(F)cc32)c1C. Cell line: OCUBM. Synergy scores: synergy=7.69. Drug 1: O=S1(=O)NC2(CN1CC(F)(F)F)C1CCC2Cc2cc(C=CCN3CCC(C(F)(F)F)CC3)ccc2C1. (2) Drug 1: O=C(CCCCCCC(=O)Nc1ccccc1)NO. Drug 2: Cc1nc(Nc2ncc(C(=O)Nc3c(C)cccc3Cl)s2)cc(N2CCN(CCO)CC2)n1. Cell line: MSTO. Synergy scores: synergy=104. (3) Drug 1: CNC(=O)c1cc(Oc2ccc(NC(=O)Nc3ccc(Cl)c(C(F)(F)F)c3)cc2)ccn1. Drug 2: CCc1cnn2c(NCc3ccc[n+]([O-])c3)cc(N3CCCCC3CCO)nc12. Cell line: LOVO. Synergy scores: synergy=-19.0.